Dataset: Forward reaction prediction with 1.9M reactions from USPTO patents (1976-2016). Task: Predict the product of the given reaction. (1) Given the reactants [CH3:1][C:2]1[CH:3]=[C:4]([NH:9][C:10]2[CH:11]=[C:12]([OH:22])[C:13]([N+:19]([O-:21])=[O:20])=[CH:14][C:15]=2[N+:16]([O-:18])=[O:17])[CH:5]=[CH:6][C:7]=1[CH3:8].[CH3:23][O:24][C:25](=[O:32])[CH2:26][CH2:27][CH2:28][CH2:29][CH2:30]Br, predict the reaction product. The product is: [CH3:23][O:24][C:25](=[O:32])[CH2:26][CH2:27][CH2:28][CH2:29][CH2:30][O:22][C:12]1[C:13]([N+:19]([O-:21])=[O:20])=[CH:14][C:15]([N+:16]([O-:18])=[O:17])=[C:10]([NH:9][C:4]2[CH:5]=[CH:6][C:7]([CH3:8])=[C:2]([CH3:1])[CH:3]=2)[CH:11]=1. (2) Given the reactants Br[C:2]1[CH:3]=[C:4]([N+:22]([O-:24])=[O:23])[C:5]([NH:8][CH:9]2[CH2:14][CH2:13][N:12]([C:15]([O:17][C:18]([CH3:21])([CH3:20])[CH3:19])=[O:16])[CH2:11][CH2:10]2)=[N:6][CH:7]=1.[CH:25]1[C:34]2[C:29](=[CH:30][CH:31]=[CH:32][CH:33]=2)[CH:28]=[CH:27][C:26]=1B(O)O.C(=O)([O-])[O-].[Na+].[Na+], predict the reaction product. The product is: [CH:33]1[C:34]2[C:29](=[CH:28][CH:27]=[CH:26][CH:25]=2)[CH:30]=[CH:31][C:32]=1[C:2]1[CH:3]=[C:4]([N+:22]([O-:24])=[O:23])[C:5]([NH:8][CH:9]2[CH2:14][CH2:13][N:12]([C:15]([O:17][C:18]([CH3:21])([CH3:20])[CH3:19])=[O:16])[CH2:11][CH2:10]2)=[N:6][CH:7]=1. (3) The product is: [Br:1][C:2]1[N:3]=[C:4](/[CH:13]=[CH:30]/[C:23]2[CH:24]=[C:25]([C:26]([NH:27][CH3:28])=[O:29])[C:20]3[N:21]([C:17]([CH3:16])=[C:18]([C:50]([F:53])([F:52])[F:51])[N:19]=3)[N:22]=2)[N:5]([C:7]2[CH:8]=[CH:9][CH:10]=[CH:11][CH:12]=2)[CH:6]=1. Given the reactants [Br:1][C:2]1[N:3]=[C:4]([CH:13]=O)[N:5]([C:7]2[CH:12]=[CH:11][CH:10]=[CH:9][CH:8]=2)[CH:6]=1.[Cl-].[CH3:16][C:17]1[N:21]2[N:22]=[C:23]([CH2:30][P+](C3C=CC=CC=3)(C3C=CC=CC=3)C3C=CC=CC=3)[CH:24]=[C:25]([C:26](=[O:29])[NH:27][CH3:28])[C:20]2=[N:19][C:18]=1[C:50]([F:53])([F:52])[F:51], predict the reaction product.